Predict the reaction yield, written as a fraction of the theoretical maximum amount of product (1.0 means a 100% yield; for example, 0.34 means a 34% yield). From a dataset of Reaction yield outcomes from USPTO patents with 853,638 reactions. The reactants are C([N:8]1[CH2:36][CH2:35][C:11]2([N:15]=[C:14]([C:16]3[CH:21]=[CH:20][C:19]([Br:22])=[CH:18][CH:17]=3)[N:13]([CH2:23][C@@H:24]3[CH2:28][CH2:27][N:26]([C:29]([CH:31]4[CH2:33][CH2:32]4)=[O:30])[CH2:25]3)[C:12]2=[O:34])[CH2:10][CH2:9]1)C1C=CC=CC=1.C(=O)(O)[O-].[K+].ClC(OC(Cl)C)=O. The catalyst is C(Cl)Cl. The product is [Br:22][C:19]1[CH:18]=[CH:17][C:16]([C:14]2[N:13]([CH2:23][C@@H:24]3[CH2:28][CH2:27][N:26]([C:29]([CH:31]4[CH2:33][CH2:32]4)=[O:30])[CH2:25]3)[C:12](=[O:34])[C:11]3([CH2:10][CH2:9][NH:8][CH2:36][CH2:35]3)[N:15]=2)=[CH:21][CH:20]=1. The yield is 0.990.